From a dataset of Reaction yield outcomes from USPTO patents with 853,638 reactions. Predict the reaction yield, written as a fraction of the theoretical maximum amount of product (1.0 means a 100% yield; for example, 0.34 means a 34% yield). (1) The reactants are [B:10]1([B:10]2[O:14][C:13]([CH3:16])([CH3:15])[C:12]([CH3:18])([CH3:17])[O:11]2)[O:14][C:13]([CH3:16])([CH3:15])[C:12]([CH3:18])([CH3:17])[O:11]1.C([O-])(=O)C.[Na+].Br[C:25]1[CH:26]=[C:27]2[C:33]([C:34]3[CH:39]=[CH:38][CH:37]=[CH:36][C:35]=3[O:40][CH3:41])=[N:32][N:31]([CH2:42][O:43][CH2:44][CH2:45][Si:46]([CH3:49])([CH3:48])[CH3:47])[C:28]2=[N:29][CH:30]=1. The yield is 1.23. The catalyst is CN(C=O)C. The product is [CH3:41][O:40][C:35]1[CH:36]=[CH:37][CH:38]=[CH:39][C:34]=1[C:33]1[C:27]2[C:28](=[N:29][CH:30]=[C:25]([B:10]3[O:11][C:12]([CH3:17])([CH3:18])[C:13]([CH3:15])([CH3:16])[O:14]3)[CH:26]=2)[N:31]([CH2:42][O:43][CH2:44][CH2:45][Si:46]([CH3:47])([CH3:49])[CH3:48])[N:32]=1. (2) The reactants are [O:1]=[C:2]1[C@H:6]([O:7][C:8](=[O:15])[C:9]2[CH:14]=[CH:13][CH:12]=[CH:11][CH:10]=2)[C@@H:5]([O:16][C:17](=[O:24])[C:18]2[CH:23]=[CH:22][CH:21]=[CH:20][CH:19]=2)[C:4](=O)[O:3]1.C(#N)C.[NH2:29][OH:30].O. The catalyst is C1(C)C=CC=CC=1. The product is [OH:30][N:29]1[C:2](=[O:1])[C@H:6]([O:7][C:8](=[O:15])[C:9]2[CH:14]=[CH:13][CH:12]=[CH:11][CH:10]=2)[C@@H:5]([O:16][C:17](=[O:24])[C:18]2[CH:23]=[CH:22][CH:21]=[CH:20][CH:19]=2)[C:4]1=[O:3]. The yield is 0.870. (3) The reactants are [C:1]([C:3]1[CH:8]=[CH:7][C:6]([CH:9]2[CH2:14][CH2:13][N:12](C(OC(C)(C)C)=O)[CH2:11][CH2:10]2)=[CH:5][CH:4]=1)#[CH:2].[ClH:22]. The catalyst is C(OCC)(=O)C. The product is [ClH:22].[C:1]([C:3]1[CH:8]=[CH:7][C:6]([CH:9]2[CH2:10][CH2:11][NH:12][CH2:13][CH2:14]2)=[CH:5][CH:4]=1)#[CH:2]. The yield is 0.810. (4) The reactants are [F:1][C:2]1[CH:30]=[CH:29][C:5]2[N:6]([CH:10]3[CH2:15][CH2:14][N:13]([C:16]4([CH3:28])[CH2:20][CH2:19][N:18]([C:21]([O:23][C:24](C)(C)C)=[O:22])[CH2:17]4)[CH2:12][CH2:11]3)[C:7](=[O:9])[NH:8][C:4]=2[CH:3]=1.C(Cl)(=O)OC. No catalyst specified. The product is [F:1][C:2]1[CH:30]=[CH:29][C:5]2[N:6]([CH:10]3[CH2:15][CH2:14][N:13]([C:16]4([CH3:28])[CH2:20][CH2:19][N:18]([C:21]([O:23][CH3:24])=[O:22])[CH2:17]4)[CH2:12][CH2:11]3)[C:7](=[O:9])[NH:8][C:4]=2[CH:3]=1. The yield is 0.688. (5) The reactants are [OH:1][C:2]1[CH:7]=[CH:6][C:5]([C:8]([CH3:13])([CH3:12])[C:9]([OH:11])=O)=[CH:4][CH:3]=1.C(Cl)CCl.C1C=CC2N(O)N=NC=2C=1.[F:28][C:29]1[CH:34]=[CH:33][C:32]([CH:35]([C:37]2[CH:42]=[CH:41][C:40]([F:43])=[CH:39][CH:38]=2)[NH2:36])=[CH:31][CH:30]=1. The catalyst is CN(C)C=O.CN(C1C=CN=CC=1)C.O. The product is [F:28][C:29]1[CH:34]=[CH:33][C:32]([CH:35]([C:37]2[CH:42]=[CH:41][C:40]([F:43])=[CH:39][CH:38]=2)[NH:36][C:9](=[O:11])[C:8]([C:5]2[CH:4]=[CH:3][C:2]([OH:1])=[CH:7][CH:6]=2)([CH3:13])[CH3:12])=[CH:31][CH:30]=1. The yield is 0.525. (6) The reactants are [C:1]([O:7][CH2:8][CH3:9])(=[O:6])[CH2:2][C:3]([CH3:5])=O.[Br:10][C:11]1[CH:12]=[C:13]([CH:16]=[CH:17][C:18]=1[F:19])[CH:14]=O.[NH4+:20].[OH-:21]. The catalyst is CCO.C(Cl)Cl. The product is [Br:10][C:11]1[CH:12]=[C:13]([CH:14]2[C:2]([C:1]([O:7][CH2:8][CH3:9])=[O:6])=[C:3]([CH3:5])[NH:20][C:3]([CH3:5])=[C:2]2[C:1]([O:7][CH2:8][CH3:9])=[O:21])[CH:16]=[CH:17][C:18]=1[F:19]. The yield is 0.210. (7) The reactants are [NH2:1][C:2]1[N:10]=[CH:9][N:8]=[C:7]2[C:3]=1[N:4]=[CH:5][N:6]2[C@H:11]1[C@H:15]([OH:16])[C@H:14]([O:17]CC2C=CC=CC=2)[C@:13]([CH2:27][O:28]CC2C=CC=CC=2)([CH:25]=[CH2:26])[O:12]1.B(Cl)(Cl)Cl. The catalyst is ClCCl. The product is [NH2:1][C:2]1[N:10]=[CH:9][N:8]=[C:7]2[C:3]=1[N:4]=[CH:5][N:6]2[C@@H:11]1[O:12][C@@:13]([CH2:27][OH:28])([CH:25]=[CH2:26])[C@@H:14]([OH:17])[C@H:15]1[OH:16]. The yield is 0.290. (8) The reactants are [Cl:1][C:2]1[CH:13]=[CH:12][C:5]([C:6](N(OC)C)=[O:7])=[C:4]([NH:14][C:15]2[CH:20]=[CH:19][CH:18]=[CH:17][CH:16]=2)[CH:3]=1.[CH2:21]([Mg]Br)[CH3:22].CCCCCC.C(OCC)(=O)C. The catalyst is C1COCC1. The product is [Cl:1][C:2]1[CH:13]=[CH:12][C:5]([C:6](=[O:7])[CH2:21][CH3:22])=[C:4]([NH:14][C:15]2[CH:20]=[CH:19][CH:18]=[CH:17][CH:16]=2)[CH:3]=1. The yield is 0.929.